Dataset: Retrosynthesis with 50K atom-mapped reactions and 10 reaction types from USPTO. Task: Predict the reactants needed to synthesize the given product. (1) Given the product C/C(=C\CO)c1ccc2ccccc2c1, predict the reactants needed to synthesize it. The reactants are: COC(=O)/C=C(\C)c1ccc2ccccc2c1. (2) The reactants are: CC(C)(C)OC(=O)N1CCN(c2cc(C#N)cc(N)c2Cl)C(=O)C1.COc1ccc(CN(c2nc(Cl)nn3c(C#N)cnc23)C2CC2)cc1. Given the product COc1ccc(CN(c2nc(Nc3cc(C#N)cc(N4CCN(C(=O)OC(C)(C)C)CC4=O)c3Cl)nn3c(C#N)cnc23)C2CC2)cc1, predict the reactants needed to synthesize it. (3) Given the product Nc1ncccc1C(=O)NCc1cccc(Oc2ccc(F)cc2)c1, predict the reactants needed to synthesize it. The reactants are: NCc1cccc(Oc2ccc(F)cc2)c1.Nc1ncccc1C(=O)O. (4) Given the product COC(=O)c1cc(F)c(F)c(C#N)c1F, predict the reactants needed to synthesize it. The reactants are: COC(=O)c1cc(F)c(F)c(Br)c1F.N#C[Cu]. (5) Given the product COC(=O)c1ccccc1OS(=O)(=O)N(C)C, predict the reactants needed to synthesize it. The reactants are: CN(C)S(=O)(=O)Cl.COC(=O)c1ccccc1O. (6) Given the product Cc1c(N[C@@H](c2nnc(-c3ccc(O)cc3)o2)[C@H](C)O[Si](C)(C)C(C)(C)C)ccc(C#N)c1Cl, predict the reactants needed to synthesize it. The reactants are: COc1ccc(COc2ccc(-c3nnc([C@H](Nc4ccc(C#N)c(Cl)c4C)[C@H](C)O[Si](C)(C)C(C)(C)C)o3)cc2)cc1. (7) Given the product COc1ccccc1[C@H](C)C(=O)N1C[C@H]2[C@@H](C1)[C@](O)(c1ccccc1OC)CCC2(c1ccccc1)c1ccccc1, predict the reactants needed to synthesize it. The reactants are: COc1ccccc1[C@H](C)C(=O)O.COc1ccccc1[C@]1(O)CCC(c2ccccc2)(c2ccccc2)[C@H]2CNC[C@H]21.